Dataset: Forward reaction prediction with 1.9M reactions from USPTO patents (1976-2016). Task: Predict the product of the given reaction. (1) Given the reactants [CH3:1][C:2]1[CH:3]=[N:4][C:5]([C:8]([OH:10])=O)=[N:6][CH:7]=1.[C:11]1([N:20]2[CH2:24][CH2:23][C@H:22]([NH2:25])[CH2:21]2)[C:12]2[N:13]([CH:17]=[CH:18][CH:19]=2)[CH:14]=[CH:15][N:16]=1.C(N(CC)CC)C.CN(C(ON1N=NC2C=CC=NC1=2)=[N+](C)C)C.F[P-](F)(F)(F)(F)F, predict the reaction product. The product is: [CH3:1][C:2]1[CH:7]=[N:6][C:5]([C:8]([NH:25][C@H:22]2[CH2:23][CH2:24][N:20]([C:11]3[C:12]4[N:13]([CH:17]=[CH:18][CH:19]=4)[CH:14]=[CH:15][N:16]=3)[CH2:21]2)=[O:10])=[N:4][CH:3]=1. (2) Given the reactants [CH3:1][O:2][CH2:3][CH2:4][NH:5][CH3:6].[N:7]1[C:15]2[C:10](=[N:11][CH:12]=[CH:13][CH:14]=2)[S:9][C:8]=1[C:16]1[CH:21]=[CH:20][CH:19]=[CH:18][C:17]=1[NH:22][C:23]([C:25]1[CH:30]=[C:29]([O:31][CH2:32][CH2:33]Br)[CH:28]=[C:27]([C:35]2[CH:40]=[CH:39][CH:38]=[CH:37][CH:36]=2)[N:26]=1)=[O:24], predict the reaction product. The product is: [N:7]1[C:15]2[C:10](=[N:11][CH:12]=[CH:13][CH:14]=2)[S:9][C:8]=1[C:16]1[CH:21]=[CH:20][CH:19]=[CH:18][C:17]=1[NH:22][C:23]([C:25]1[CH:30]=[C:29]([O:31][CH2:32][CH2:33][N:5]([CH2:4][CH2:3][O:2][CH3:1])[CH3:6])[CH:28]=[C:27]([C:35]2[CH:40]=[CH:39][CH:38]=[CH:37][CH:36]=2)[N:26]=1)=[O:24]. (3) Given the reactants [CH:1]1([N:4]([CH2:18][C:19]2[O:20][CH:21]=[C:22]([C:24]([N:26]3[CH2:31][CH2:30][NH:29][CH2:28][CH2:27]3)=[O:25])[N:23]=2)[S:5]([C:8]2[C:13]([CH3:14])=[CH:12][C:11]([O:15][CH3:16])=[CH:10][C:9]=2[CH3:17])(=[O:7])=[O:6])[CH2:3][CH2:2]1.[CH3:32][C:33]1[C:37]([CH:38]=O)=[CH:36][NH:35][N:34]=1.CC(O)=O, predict the reaction product. The product is: [CH:1]1([N:4]([CH2:18][C:19]2[O:20][CH:21]=[C:22]([C:24]([N:26]3[CH2:31][CH2:30][N:29]([CH2:38][C:37]4[C:33]([CH3:32])=[N:34][NH:35][CH:36]=4)[CH2:28][CH2:27]3)=[O:25])[N:23]=2)[S:5]([C:8]2[C:9]([CH3:17])=[CH:10][C:11]([O:15][CH3:16])=[CH:12][C:13]=2[CH3:14])(=[O:6])=[O:7])[CH2:2][CH2:3]1. (4) The product is: [O:1]=[C:2]([CH3:9])[CH:3]([CH2:13][C:14]1[CH:19]=[CH:18][CH:17]=[C:16]([C:20]([F:21])([F:22])[F:23])[CH:15]=1)[C:4]([O:6][CH2:7][CH3:8])=[O:5]. Given the reactants [O:1]=[C:2]([CH3:9])[CH2:3][C:4]([O:6][CH2:7][CH3:8])=[O:5].[H-].[Na+].Br[CH2:13][C:14]1[CH:19]=[CH:18][CH:17]=[C:16]([C:20]([F:23])([F:22])[F:21])[CH:15]=1, predict the reaction product.